Regression. Given two drug SMILES strings and cell line genomic features, predict the synergy score measuring deviation from expected non-interaction effect. From a dataset of NCI-60 drug combinations with 297,098 pairs across 59 cell lines. Drug 1: C1=NC2=C(N1)C(=S)N=C(N2)N. Drug 2: C1=CN(C(=O)N=C1N)C2C(C(C(O2)CO)O)O.Cl. Cell line: OVCAR3. Synergy scores: CSS=46.4, Synergy_ZIP=-9.61, Synergy_Bliss=-8.32, Synergy_Loewe=-7.72, Synergy_HSA=-4.31.